From a dataset of Peptide-MHC class I binding affinity with 185,985 pairs from IEDB/IMGT. Regression. Given a peptide amino acid sequence and an MHC pseudo amino acid sequence, predict their binding affinity value. This is MHC class I binding data. (1) The peptide sequence is YIALGRARV. The MHC is HLA-A02:50 with pseudo-sequence HLA-A02:50. The binding affinity (normalized) is 0.898. (2) The peptide sequence is YTVKWPNL. The MHC is H-2-Kb with pseudo-sequence H-2-Kb. The binding affinity (normalized) is 0.509. (3) The peptide sequence is SAVYFKAKWL. The MHC is HLA-A02:03 with pseudo-sequence HLA-A02:03. The binding affinity (normalized) is 0.128.